Dataset: Catalyst prediction with 721,799 reactions and 888 catalyst types from USPTO. Task: Predict which catalyst facilitates the given reaction. (1) Reactant: [S:1]1[C:5]2[CH2:6][CH:7]3[CH:12]([C:4]=2[CH:3]=[CH:2]1)[CH2:11][NH:10][CH2:9][CH2:8]3.O.C([O-])(O)=O.[Na+].[C:19](O[C:19]([O:21][C:22]([CH3:25])([CH3:24])[CH3:23])=[O:20])([O:21][C:22]([CH3:25])([CH3:24])[CH3:23])=[O:20]. Product: [C:22]([O:21][C:19]([N:10]1[CH2:11][CH:12]2[CH:7]([CH2:6][C:5]3[S:1][CH:2]=[CH:3][C:4]=32)[CH2:8][CH2:9]1)=[O:20])([CH3:25])([CH3:24])[CH3:23]. The catalyst class is: 692. (2) Reactant: [H-].[Na+].[I:3][C:4]1[CH:5]=[N:6][NH:7][CH:8]=1.Br[CH2:10][C:11]1[CH:16]=[CH:15][NH:14][C:13](=[O:17])[CH:12]=1. Product: [I:3][C:4]1[CH:5]=[N:6][N:7]([CH2:10][C:11]2[CH:16]=[CH:15][NH:14][C:13](=[O:17])[CH:12]=2)[CH:8]=1. The catalyst class is: 1. (3) Reactant: F[C:2]1[N:7]=[C:6]([C:8]2([NH:13][C:14]([NH:16][C:17]3[CH:22]=[CH:21][C:20]([C:23]4[CH:28]=[CH:27][N:26]=[C:25]([CH3:29])[CH:24]=4)=[CH:19][CH:18]=3)=[O:15])[CH2:12][CH2:11][CH2:10][CH2:9]2)[CH:5]=[CH:4][CH:3]=1.[CH3:30][O-:31].[Na+].O. Product: [CH3:30][O:31][C:2]1[N:7]=[C:6]([C:8]2([NH:13][C:14]([NH:16][C:17]3[CH:22]=[CH:21][C:20]([C:23]4[CH:28]=[CH:27][N:26]=[C:25]([CH3:29])[CH:24]=4)=[CH:19][CH:18]=3)=[O:15])[CH2:12][CH2:11][CH2:10][CH2:9]2)[CH:5]=[CH:4][CH:3]=1. The catalyst class is: 5.